From a dataset of Catalyst prediction with 721,799 reactions and 888 catalyst types from USPTO. Predict which catalyst facilitates the given reaction. (1) Reactant: [NH:1]1[C:5]2[CH:6]=[CH:7][CH:8]=[CH:9][C:4]=2[N:3]=[C:2]1[C:10]1[CH:11]=[C:12]([N:17]2[CH2:22][CH2:21][C:20](=O)[CH2:19][CH2:18]2)[CH:13]=[CH:14][C:15]=1[Cl:16].[NH:24]1[CH2:30][CH2:29][CH2:28][CH2:27][CH2:26][CH2:25]1.C(O)(=O)C.C(O[BH-](OC(=O)C)OC(=O)C)(=O)C.[Na+]. Product: [N:24]1([CH:20]2[CH2:21][CH2:22][N:17]([C:12]3[CH:13]=[CH:14][C:15]([Cl:16])=[C:10]([C:2]4[NH:3][C:4]5[CH:9]=[CH:8][CH:7]=[CH:6][C:5]=5[N:1]=4)[CH:11]=3)[CH2:18][CH2:19]2)[CH2:30][CH2:29][CH2:28][CH2:27][CH2:26][CH2:25]1. The catalyst class is: 4. (2) Product: [CH2:1]([N:8]1[CH2:13][CH2:12][N:11]([CH2:14][CH2:15][C:16]2([N:21]3[CH2:22][CH2:23][CH2:24][C:25]3=[O:27])[CH2:20][CH2:19][CH2:18][CH2:17]2)[CH2:10][CH2:9]1)[C:2]1[CH:7]=[CH:6][CH:5]=[CH:4][CH:3]=1. The catalyst class is: 12. Reactant: [CH2:1]([N:8]1[CH2:13][CH2:12][N:11]([CH2:14][CH2:15][C:16]2([NH:21][CH2:22][CH2:23][CH2:24][C:25]([O:27]CC)=O)[CH2:20][CH2:19][CH2:18][CH2:17]2)[CH2:10][CH2:9]1)[C:2]1[CH:7]=[CH:6][CH:5]=[CH:4][CH:3]=1.[OH-].[Na+].CCN=C=NCCCN(C)C. (3) Reactant: [CH:1]([N:4]1[C:9]([CH3:10])=[CH:8][CH:7]=[C:6]([C:11]([O:13][CH2:14][CH3:15])=[O:12])[C:5]1=[O:16])([CH3:3])[CH3:2].[F:17][B-](F)(F)F.F[B-](F)(F)F.ClC[N+]12CC[N+](F)(CC1)CC2. Product: [F:17][C:8]1[CH:7]=[C:6]([C:11]([O:13][CH2:14][CH3:15])=[O:12])[C:5](=[O:16])[N:4]([CH:1]([CH3:2])[CH3:3])[C:9]=1[CH3:10]. The catalyst class is: 10. (4) Product: [C:1]([O:4][C@H:5]1[C@H:10]([NH:11][C:12]([NH:30][CH2:29][CH2:28][F:27])=[S:13])[C@@H:9]([O:14][C:15](=[O:17])[CH3:16])[C@H:8]([O:18][C:19](=[O:21])[CH3:20])[C@@H:7]([CH2:22][O:23][C:24](=[O:26])[CH3:25])[O:6]1)(=[O:3])[CH3:2]. Reactant: [C:1]([O:4][C@H:5]1[C@H:10]([N:11]=[C:12]=[S:13])[C@@H:9]([O:14][C:15](=[O:17])[CH3:16])[C@H:8]([O:18][C:19](=[O:21])[CH3:20])[C@@H:7]([CH2:22][O:23][C:24](=[O:26])[CH3:25])[O:6]1)(=[O:3])[CH3:2].[F:27][CH2:28][CH2:29][NH2:30]. The catalyst class is: 23. (5) Reactant: [CH3:1][O:2][C:3]1[CH:4]=[C:5]([C:11]([C@@H:13]2[C@:22]3([CH3:23])[C@H:17]([C:18]([CH3:25])([CH3:24])[CH2:19][CH2:20][CH2:21]3)[CH2:16][C@H:15]([CH2:26][NH2:27])[C@H:14]2[CH3:28])=[O:12])[CH:6]=[C:7]([O:9][CH3:10])[CH:8]=1.[C:29](O)(=[O:36])[C:30]1[CH:35]=[CH:34][CH:33]=[CH:32][CH:31]=1.C1CCC(N=C=NC2CCCCC2)CC1. Product: [CH3:10][O:9][C:7]1[CH:6]=[C:5]([C:11]([C@@H:13]2[C@:22]3([CH3:23])[C@H:17]([C:18]([CH3:24])([CH3:25])[CH2:19][CH2:20][CH2:21]3)[CH2:16][C@H:15]([CH2:26][NH:27][C:29](=[O:36])[C:30]3[CH:35]=[CH:34][CH:33]=[CH:32][CH:31]=3)[C@H:14]2[CH3:28])=[O:12])[CH:4]=[C:3]([O:2][CH3:1])[CH:8]=1. The catalyst class is: 2. (6) Reactant: C([O:3][C:4](=O)[C:5]([F:27])([F:26])[CH2:6][N:7]([C:16]1[C:21]([N+:22]([O-])=O)=[CH:20][N:19]=[C:18]([Cl:25])[N:17]=1)[CH2:8][CH2:9][C:10]1[CH:15]=[CH:14][CH:13]=[CH:12][CH:11]=1)C. Product: [Cl:25][C:18]1[N:19]=[CH:20][C:21]2[NH:22][C:4](=[O:3])[C:5]([F:27])([F:26])[CH2:6][N:7]([CH2:8][CH2:9][C:10]3[CH:15]=[CH:14][CH:13]=[CH:12][CH:11]=3)[C:16]=2[N:17]=1. The catalyst class is: 180. (7) Reactant: CC(C)([O-])C.[K+].C([NH2:9])=O.[Br:10][C:11]1[C:12]2[N:13]([N:19]=[C:20]([C:22]([F:25])([F:24])[F:23])[CH:21]=2)[C:14](OC)=[CH:15][CH:16]=1.[Cl-].[NH4+]. Product: [NH2:9][C:14]1[N:13]2[N:19]=[C:20]([C:22]([F:25])([F:24])[F:23])[CH:21]=[C:12]2[C:11]([Br:10])=[CH:16][CH:15]=1. The catalyst class is: 16. (8) Reactant: [Br:1][C:2]1[CH:3]=[C:4]([CH2:15][CH2:16][C@:17]2([CH3:23])[CH2:21][O:20]C(=O)[NH:18]2)[CH:5]=[C:6]([CH3:14])[C:7]=1[O:8][CH2:9][CH2:10][CH2:11][CH2:12][CH3:13].O[Li].O. Product: [NH2:18][C@:17]([CH3:23])([CH2:16][CH2:15][C:4]1[CH:5]=[C:6]([CH3:14])[C:7]([O:8][CH2:9][CH2:10][CH2:11][CH2:12][CH3:13])=[C:2]([Br:1])[CH:3]=1)[CH2:21][OH:20]. The catalyst class is: 40. (9) Reactant: [Br:1][C:2]1[CH:7]=[C:6]([O:8][CH3:9])[C:5]([O:10][CH2:11][C:12]2[CH:17]=[CH:16][C:15]([O:18][CH3:19])=[CH:14][CH:13]=2)=[CH:4][C:3]=1[C:20](=[O:27])[CH2:21][C:22]([O:24][CH2:25][CH3:26])=[O:23].[CH3:28]C(N(C)C)=O.CN(C=O)C.C(O)(=O)C.[NH2:43][C@H:44]([CH2:49][OH:50])[C:45]([CH3:48])([CH3:47])[CH3:46]. Product: [Br:1][C:2]1[CH:7]=[C:6]([O:8][CH3:9])[C:5]([O:10][CH2:11][C:12]2[CH:13]=[CH:14][C:15]([O:18][CH3:19])=[CH:16][CH:17]=2)=[CH:4][C:3]=1[C:20](/[C:21](=[CH:28]/[NH:43][C@@H:44]([C:45]([CH3:48])([CH3:47])[CH3:46])[CH2:49][OH:50])/[C:22]([O:24][CH2:25][CH3:26])=[O:23])=[O:27]. The catalyst class is: 11.